The task is: Binary Classification. Given a drug SMILES string, predict its activity (active/inactive) in a high-throughput screening assay against a specified biological target.. This data is from HIV replication inhibition screening data with 41,000+ compounds from the AIDS Antiviral Screen. (1) The compound is CCN(CC)c1c(C)nnn1C1OC(COC(C)=O)C(OC(C)=O)C(OC(C)=O)C1OC(C)=O. The result is 0 (inactive). (2) The compound is C=Cc1cc[n+](CCCCCCCCCCCC)cc1. The result is 0 (inactive). (3) The compound is CNc1nnc(CNc2ccc(-c3nnc(NC)n3N)cc2)n1N. The result is 0 (inactive). (4) The drug is C=C1CC(C#N)(C#N)C2C1CC1CCCC12.C=C1CC(C#N)(C#N)C2CC3CCCC3C12. The result is 0 (inactive). (5) The molecule is COc1ccc(C(OC(=O)C(O[Si](C)(C)C(C)(C)C)C(NC(=O)c2ccccc2)c2ccccc2)c2ccc(OC)cc2)cc1. The result is 0 (inactive). (6) The drug is Cc1cc(C)nc(NCCC(O)(P(=O)(O)O)P(=O)(O)O)n1.[NaH]. The result is 0 (inactive). (7) The drug is CONC1CC(n2cc(C)c(=O)[nH]c2=O)OC1CO[Si](C)(C)C(C)(C)C. The result is 0 (inactive). (8) The compound is CN(CCc1ccccn1)C(=S)NN=C(c1ccccc1)c1ccccn1. The result is 0 (inactive). (9) The molecule is C[N+]12CCCCC1C(CN1C(=O)Cc3c4ccccc4c(c4ccccc34)CC1=O)CCC2.[I-]. The result is 0 (inactive).